Dataset: Peptide-MHC class II binding affinity with 134,281 pairs from IEDB. Task: Regression. Given a peptide amino acid sequence and an MHC pseudo amino acid sequence, predict their binding affinity value. This is MHC class II binding data. The peptide sequence is ANATVYMIDSVLMPP. The MHC is DRB1_1001 with pseudo-sequence DRB1_1001. The binding affinity (normalized) is 0.520.